This data is from Catalyst prediction with 721,799 reactions and 888 catalyst types from USPTO. The task is: Predict which catalyst facilitates the given reaction. Reactant: [CH2:1]([O:3][C:4]([N:6]1[CH2:11][CH2:10][N:9]([C:12](=[O:39])[C@@H:13]([NH:23][C:24]([C:26]2[CH:31]=[C:30](Cl)[N:29]=[C:28]([C:33]3[CH:38]=[CH:37][CH:36]=[CH:35][CH:34]=3)[N:27]=2)=[O:25])[CH2:14][CH2:15][C:16]([O:18][C:19]([CH3:22])([CH3:21])[CH3:20])=[O:17])[CH2:8][CH2:7]1)=[O:5])[CH3:2].[CH2:40]([NH2:43])[CH2:41][CH3:42].O. Product: [CH2:1]([O:3][C:4]([N:6]1[CH2:11][CH2:10][N:9]([C:12](=[O:39])[C@@H:13]([NH:23][C:24]([C:26]2[CH:31]=[C:30]([NH:43][CH2:40][CH2:41][CH3:42])[N:29]=[C:28]([C:33]3[CH:38]=[CH:37][CH:36]=[CH:35][CH:34]=3)[N:27]=2)=[O:25])[CH2:14][CH2:15][C:16]([O:18][C:19]([CH3:22])([CH3:21])[CH3:20])=[O:17])[CH2:8][CH2:7]1)=[O:5])[CH3:2]. The catalyst class is: 1.